This data is from Reaction yield outcomes from USPTO patents with 853,638 reactions. The task is: Predict the reaction yield, written as a fraction of the theoretical maximum amount of product (1.0 means a 100% yield; for example, 0.34 means a 34% yield). (1) The reactants are Cl[C:2](Cl)([O:4][C:5](=[O:11])OC(Cl)(Cl)Cl)Cl.[Br:13][C:14]1[CH:15]=[C:16]([CH2:20][NH2:21])[CH:17]=[CH:18][CH:19]=1.C(N(CC)CC)C.[N:29]12[CH2:36]C[CH:32]([CH2:33][CH2:34]1)[CH:31](O)[CH2:30]2. The catalyst is C1COCC1. The product is [Br:13][C:14]1[CH:15]=[C:16]([CH:17]=[CH:18][CH:19]=1)[CH2:20][NH:21][C:5](=[O:11])[O:4][CH:2]1[CH:32]2[CH2:33][CH2:34][N:29]([CH2:30][CH2:31]2)[CH2:36]1. The yield is 0.370. (2) The reactants are Br[C:2]1[S:3][C:4]([S:7][CH3:8])=[N:5][N:6]=1.CC1(C)C(C)(C)OB([C:17]2[CH:18]=[CH:19][C:20]3[S:24][N:23]=[CH:22][C:21]=3[CH:25]=2)O1.C([O-])([O-])=O.[Na+].[Na+].CCO. The catalyst is C1C=CC([P]([Pd]([P](C2C=CC=CC=2)(C2C=CC=CC=2)C2C=CC=CC=2)([P](C2C=CC=CC=2)(C2C=CC=CC=2)C2C=CC=CC=2)[P](C2C=CC=CC=2)(C2C=CC=CC=2)C2C=CC=CC=2)(C2C=CC=CC=2)C2C=CC=CC=2)=CC=1.COCCOC.O. The product is [CH3:8][S:7][C:4]1[S:3][C:2]([C:18]2[CH:17]=[CH:25][C:21]3[CH:22]=[N:23][S:24][C:20]=3[CH:19]=2)=[N:6][N:5]=1. The yield is 0.870. (3) The reactants are [I:1][C:2]1[CH:3]=[C:4]2[C:9](=[CH:10][C:11]=1[O:12][CH3:13])[O:8][CH:7]([C:14]([F:17])([F:16])[F:15])[C:6]([C:18]([O:20]CC)=[O:19])=[CH:5]2.O.[OH-].[Li+]. The catalyst is O1CCCC1.O. The product is [I:1][C:2]1[CH:3]=[C:4]2[C:9](=[CH:10][C:11]=1[O:12][CH3:13])[O:8][CH:7]([C:14]([F:17])([F:15])[F:16])[C:6]([C:18]([OH:20])=[O:19])=[CH:5]2. The yield is 0.810. (4) The reactants are [N+:1]([C:4]1[CH:5]=[C:6]([N:10]2[C:19]3[C:14](=[CH:15][CH:16]=[CH:17][N:18]=3)[CH:13]=[C:12]([CH2:20][CH2:21][CH:22]([CH3:29])[C:23]3[CH:28]=[CH:27][N:26]=[CH:25][CH:24]=3)[C:11]2=[O:30])[CH:7]=[CH:8][CH:9]=1)([O-])=O. The catalyst is [Pd]. The product is [NH2:1][C:4]1[CH:5]=[C:6]([N:10]2[C:19]3[C:14](=[CH:15][CH:16]=[CH:17][N:18]=3)[CH:13]=[C:12]([CH2:20][CH2:21][CH:22]([CH3:29])[C:23]3[CH:24]=[CH:25][N:26]=[CH:27][CH:28]=3)[C:11]2=[O:30])[CH:7]=[CH:8][CH:9]=1. The yield is 0.890.